Dataset: CYP2D6 inhibition data for predicting drug metabolism from PubChem BioAssay. Task: Regression/Classification. Given a drug SMILES string, predict its absorption, distribution, metabolism, or excretion properties. Task type varies by dataset: regression for continuous measurements (e.g., permeability, clearance, half-life) or binary classification for categorical outcomes (e.g., BBB penetration, CYP inhibition). Dataset: cyp2d6_veith. (1) The drug is CCCCN(CC)Cc1ccc(CNC(=O)Nc2ccc(OC)cc2OC)o1. The result is 1 (inhibitor). (2) The drug is CC1(C)Oc2ccc(C#N)cc2[C@H](N2CCCC2=O)[C@H]1O. The result is 0 (non-inhibitor). (3) The result is 0 (non-inhibitor). The drug is COc1ccc2cc1Oc1ccc(cc1)C[C@H]1c3cc(c(OC)cc3CCN1C)Oc1c(OC)c(OC)cc3c1[C@@H](C2)N(C)CC3. (4) The compound is COc1cc(C=O)ccc1OCCCOc1ccccc1C(=O)O. The result is 0 (non-inhibitor). (5) The molecule is CCc1nnc(NC(=O)CCC(=O)N2CCN(c3ccccn3)CC2)s1. The result is 0 (non-inhibitor).